From a dataset of Rat liver microsome stability data. Regression/Classification. Given a drug SMILES string, predict its absorption, distribution, metabolism, or excretion properties. Task type varies by dataset: regression for continuous measurements (e.g., permeability, clearance, half-life) or binary classification for categorical outcomes (e.g., BBB penetration, CYP inhibition). Dataset: rlm. (1) The compound is CCN1C(=O)c2ccccc2[S+]([O-])c2ccc(NC(=O)Cc3ccc(OC)cc3)cc21. The result is 1 (stable in rat liver microsomes). (2) The compound is Cc1ccc(S(=O)(=O)Nc2cnccc2C(=O)Nc2nc(-c3ccccc3)cs2)cc1. The result is 1 (stable in rat liver microsomes). (3) The drug is CC(C)(NC(=O)c1nn(-c2ccc(F)cc2F)c2c1C[C@H]1C[C@@H]21)c1ccccn1. The result is 0 (unstable in rat liver microsomes). (4) The drug is Cc1cc(Oc2ccc(N)cn2)ccc1Cl. The result is 1 (stable in rat liver microsomes). (5) The molecule is COCCNc1ncc(-c2cccc(O)c2)c2c1OCC2. The result is 1 (stable in rat liver microsomes). (6) The compound is O=C(Nc1nc(-c2ccccc2)cs1)c1ccncc1NS(=O)(=O)c1ccc(-c2ccccc2)cc1. The result is 1 (stable in rat liver microsomes). (7) The molecule is Fc1ccc(-c2csc3ncnc(NCc4ccc5c(c4)OCO5)c23)cc1. The result is 1 (stable in rat liver microsomes).